Predict the reaction yield, written as a fraction of the theoretical maximum amount of product (1.0 means a 100% yield; for example, 0.34 means a 34% yield). From a dataset of Reaction yield outcomes from USPTO patents with 853,638 reactions. (1) The reactants are Br[C:2]1[CH:13]=[CH:12][C:5]([CH2:6][N:7]([CH3:11])[C:8](=[O:10])[CH3:9])=[CH:4][C:3]=1[Cl:14].C([O-])(=O)C.[K+].[B:20]1([B:20]2[O:24][C:23]([CH3:26])([CH3:25])[C:22]([CH3:28])([CH3:27])[O:21]2)[O:24][C:23]([CH3:26])([CH3:25])[C:22]([CH3:28])([CH3:27])[O:21]1. The catalyst is O1CCOCC1.Cl[Pd]Cl.C1(P(C2C=CC=CC=2)[C-]2C=CC=C2)C=CC=CC=1.[C-]1(P(C2C=CC=CC=2)C2C=CC=CC=2)C=CC=C1.[Fe+2]. The product is [Cl:14][C:3]1[CH:4]=[C:5]([CH:12]=[CH:13][C:2]=1[B:20]1[O:24][C:23]([CH3:26])([CH3:25])[C:22]([CH3:28])([CH3:27])[O:21]1)[CH2:6][N:7]([CH3:11])[C:8](=[O:10])[CH3:9]. The yield is 0.990. (2) The reactants are [Cl:1][C:2]1[CH:7]=[C:6](Cl)[CH:5]=[C:4]([Cl:9])[C:3]=1[C:10]1[C:18]2[O:17][CH:16]([CH2:19][OH:20])[CH2:15][C:14]=2[CH:13]=[CH:12][CH:11]=1.[C:21]1([CH3:31])[CH:26]=[CH:25][C:24]([S:27](Cl)(=[O:29])=[O:28])=[CH:23][CH:22]=1. No catalyst specified. The product is [CH3:31][C:21]1[CH:26]=[CH:25][C:24]([S:27]([O:20][CH2:19][CH:16]2[CH2:15][C:14]3[CH:13]=[CH:12][CH:11]=[C:10]([C:3]4[C:2]([Cl:1])=[CH:7][CH:6]=[CH:5][C:4]=4[Cl:9])[C:18]=3[O:17]2)(=[O:29])=[O:28])=[CH:23][CH:22]=1. The yield is 0.680. (3) The reactants are [Br:1][C:2]1[C:3]([CH3:11])=[N:4][CH:5]=[C:6]([C:9]=1Cl)[C:7]#[N:8].[NH2:12][C:13]1[CH:14]=[C:15]2[C:19](=[CH:20][CH:21]=1)[NH:18][CH:17]=[CH:16]2. The catalyst is C(O)C. The product is [Br:1][C:2]1[C:3]([CH3:11])=[N:4][CH:5]=[C:6]([C:9]=1[NH:12][C:13]1[CH:14]=[C:15]2[C:19](=[CH:20][CH:21]=1)[NH:18][CH:17]=[CH:16]2)[C:7]#[N:8]. The yield is 0.600. (4) The reactants are [Cl:1][C:2]1[CH:3]=[C:4]([CH:7]=[CH:8][C:9]=1[Cl:10])[CH2:5]Cl.[N-:11]=[N+:12]=[N-:13].[Na+].O. The catalyst is CS(C)=O. The product is [Cl:1][C:2]1[CH:3]=[C:4]([CH2:5][N:11]=[N+:12]=[N-:13])[CH:7]=[CH:8][C:9]=1[Cl:10]. The yield is 1.00.